The task is: Predict which catalyst facilitates the given reaction.. This data is from Catalyst prediction with 721,799 reactions and 888 catalyst types from USPTO. Reactant: [Cl:1][C:2]1[CH:7]=[CH:6][C:5]([C@@H:8]2[CH2:13][CH2:12][C@H:11]([C:14]3[C:15](=[O:26])[C:16]4[C:21]([C:22](=[O:25])[C:23]=3[OH:24])=[CH:20][CH:19]=[CH:18][CH:17]=4)[CH2:10][CH2:9]2)=[CH:4][CH:3]=1. Product: [Cl:1][C:2]1[CH:3]=[CH:4][C:5]([C@H:8]2[CH2:13][CH2:12][C@H:11]([C:14]3[C:15](=[O:26])[C:16]4[C:21]([C:22](=[O:25])[C:23]=3[OH:24])=[CH:20][CH:19]=[CH:18][CH:17]=4)[CH2:10][CH2:9]2)=[CH:6][CH:7]=1. The catalyst class is: 82.